This data is from Forward reaction prediction with 1.9M reactions from USPTO patents (1976-2016). The task is: Predict the product of the given reaction. (1) Given the reactants [OH:1][CH2:2][CH2:3][CH2:4][CH2:5][O:6][C:7]1[N:16]=[C:15]2[C:10]([CH2:11][CH2:12][C:13](=[O:17])[NH:14]2)=[CH:9][CH:8]=1.CCN(CC)CC.[CH3:25][S:26](Cl)(=[O:28])=[O:27], predict the reaction product. The product is: [CH3:25][S:26]([O:1][CH2:2][CH2:3][CH2:4][CH2:5][O:6][C:7]1[CH:8]=[CH:9][C:10]2[CH2:11][CH2:12][C:13](=[O:17])[NH:14][C:15]=2[N:16]=1)(=[O:28])=[O:27]. (2) Given the reactants [CH3:1][C:2]1[N:3]=[CH:4][C:5]([NH:8][C:9](=[O:15])[O:10][C:11]([CH3:14])([CH3:13])[CH3:12])=[N:6][CH:7]=1.C1C(=O)N([Br:23])C(=O)C1, predict the reaction product. The product is: [Br:23][CH2:1][C:2]1[N:3]=[CH:4][C:5]([NH:8][C:9](=[O:15])[O:10][C:11]([CH3:12])([CH3:14])[CH3:13])=[N:6][CH:7]=1. (3) Given the reactants Br[C:2]1[C:29]([Cl:30])=[CH:28][C:5]([O:6][C:7]2[C:12]([C:13]([N:15]3[C:24]4[C:19](=[CH:20][CH:21]=[CH:22][CH:23]=4)[N:18]([CH:25]4[CH2:27][CH2:26]4)[CH2:17][CH2:16]3)=[O:14])=[CH:11][CH:10]=[CH:9][N:8]=2)=[C:4]([Cl:31])[CH:3]=1.[CH2:32]([OH:35])[C:33]#[CH:34], predict the reaction product. The product is: [CH:25]1([N:18]2[C:19]3[C:24](=[CH:23][CH:22]=[CH:21][CH:20]=3)[N:15]([C:13]([C:12]3[C:7]([O:6][C:5]4[CH:28]=[C:29]([Cl:30])[C:2]([C:34]#[C:33][CH2:32][OH:35])=[CH:3][C:4]=4[Cl:31])=[N:8][CH:9]=[CH:10][CH:11]=3)=[O:14])[CH2:16][CH2:17]2)[CH2:27][CH2:26]1.